Predict which catalyst facilitates the given reaction. From a dataset of Catalyst prediction with 721,799 reactions and 888 catalyst types from USPTO. (1) Reactant: C([O:8][C@@H:9]1[C@@H:47]([O:48]CC2C=CC=CC=2)[C@H:46]([O:56][C@@H:57]2[O:76][C@H:75]([CH2:77][OH:78])[C@@H:62]([O:63][C@@H:64]3[O:72][C@H:71]([CH2:73][OH:74])[C@@H:69]([OH:70])[C@H:67]([OH:68])[C@H:65]3[OH:66])[C@H:60]([OH:61])[C@H:58]2[OH:59])[C@@H:45]([CH2:79][O:80]CC2C=CC=CC=2)[O:44][C@@H:10]1[O:11][C@H:12]1[C@H:16]([O:17]CC2C=CC=CC=2)[CH2:15][N:14](C(OCC2C=CC=CC=2)=O)[C@@H:13]1[CH2:35][O:36]CC1C=CC=CC=1)C1C=CC=CC=1.Cl. Product: [C@@H:64]1([O:63][C@@H:62]2[C@@H:75]([CH2:77][OH:78])[O:76][C@@H:57]([O:56][C@@H:46]3[C@@H:45]([CH2:79][OH:80])[O:44][C@H:10]([O:11][C@H:12]4[C@H:16]([OH:17])[CH2:15][NH:14][C@@H:13]4[CH2:35][OH:36])[C@H:9]([OH:8])[C@H:47]3[OH:48])[C@H:58]([OH:59])[C@H:60]2[OH:61])[O:72][C@H:71]([CH2:73][OH:74])[C@@H:69]([OH:70])[C@H:67]([OH:68])[C@H:65]1[OH:66]. The catalyst class is: 293. (2) Reactant: [NH:1]1[CH:5]=[C:4]([CH2:6][CH2:7][NH2:8])[N:3]=[CH:2]1.[H-].[Na+].[Cl:11][C:12]1[CH:13]=[C:14]([NH:19][C:20]2[N:25]=[C:24](S(C)(=O)=O)[C:23]([C:30]3[CH:31]=[C:32](/[CH:36]=[CH:37]/[C:38]([O:40][CH2:41][CH3:42])=[O:39])[CH:33]=[CH:34][CH:35]=3)=[CH:22][N:21]=2)[CH:15]=[CH:16][C:17]=1[F:18]. The catalyst class is: 1. Product: [Cl:11][C:12]1[CH:13]=[C:14]([NH:19][C:20]2[N:21]=[C:22]([NH:8][CH2:7][CH2:6][C:4]3[N:3]=[CH:2][NH:1][CH:5]=3)[C:23]([C:30]3[CH:31]=[C:32](/[CH:36]=[CH:37]/[C:38]([O:40][CH2:41][CH3:42])=[O:39])[CH:33]=[CH:34][CH:35]=3)=[CH:24][N:25]=2)[CH:15]=[CH:16][C:17]=1[F:18]. (3) Product: [C:6]([CH:8]([C:15]1[C:19]2[CH:20]=[C:21]([N+:24]([O-:26])=[O:25])[CH:22]=[CH:23][C:18]=2[S:17][N:16]=1)[C:9]([O:11][CH2:12][CH3:13])=[O:10])#[N:7]. Reactant: [O-]CC.[Na+].[Na].[C:6]([CH2:8][C:9]([O:11][CH2:12][CH3:13])=[O:10])#[N:7].Cl[C:15]1[C:19]2[CH:20]=[C:21]([N+:24]([O-:26])=[O:25])[CH:22]=[CH:23][C:18]=2[S:17][N:16]=1.Cl. The catalyst class is: 8. (4) Reactant: Cl[CH2:2][CH2:3][CH2:4][O:5][C:6]1[CH:7]=[C:8]([O:12][CH3:13])[CH:9]=[N:10][CH:11]=1.[CH3:14][NH2:15]. Product: [CH3:14][NH:15][CH2:2][CH2:3][CH2:4][O:5][C:6]1[CH:11]=[N:10][CH:9]=[C:8]([O:12][CH3:13])[CH:7]=1. The catalyst class is: 5.